From a dataset of Reaction yield outcomes from USPTO patents with 853,638 reactions. Predict the reaction yield, written as a fraction of the theoretical maximum amount of product (1.0 means a 100% yield; for example, 0.34 means a 34% yield). (1) The reactants are [NH2:1][CH2:2][CH2:3][CH2:4][OH:5].[N+:6]([O-:9])([OH:8])=[O:7]. The catalyst is C(OC(=O)C)(=O)C. The product is [N+:6]([O-:9])([OH:8])=[O:7].[N+:6]([O:5][CH2:4][CH2:3][CH2:2][NH2:1])([O-:8])=[O:7]. The yield is 0.800. (2) The reactants are [CH3:1]C(C)([O-])C.[K+].[NH:7]1[CH:11]=[C:10]([CH:12]=[O:13])[N:9]=[C:8]1[C:14]1[N:15]=[CH:16][NH:17][CH:18]=1.[CH2:19]1[O:36][CH2:35][CH2:34]O[CH2:34][CH2:35][O:36][CH2:19][CH2:19][O:36][CH2:35][CH2:34]O[CH2:34][CH2:35][O:36][CH2:19]1.CI.[CH3:39][N:40]([CH:42]=O)[CH3:41]. No catalyst specified. The product is [CH3:11][N:7]1[C:34]([CH:35]=[O:36])=[CH:10][N:9]=[C:8]1[C:14]1[N:15]=[CH:16][N:17]([CH3:1])[CH:18]=1.[CH3:19][N:7]1[CH:11]=[C:10]([CH:12]=[O:13])[N:9]=[C:8]1[C:14]1[N:15]=[CH:42][N:40]([CH3:39])[CH:41]=1. The yield is 0.390.